From a dataset of Forward reaction prediction with 1.9M reactions from USPTO patents (1976-2016). Predict the product of the given reaction. (1) Given the reactants [Cl:1][C:2]1[CH:21]=[CH:20][C:5]([CH2:6][N:7]2[CH:12]=[N:11][C:10]([N:13]3[CH2:18][CH2:17][NH:16][CH2:15][CH2:14]3)=[N:9][C:8]2=[O:19])=[CH:4][CH:3]=1.C(N(CC)CC)C.[F:29][C:30]1[CH:38]=[CH:37][C:33]([C:34](Cl)=[O:35])=[CH:32][CH:31]=1.[Cl-].[NH4+], predict the reaction product. The product is: [Cl:1][C:2]1[CH:21]=[CH:20][C:5]([CH2:6][N:7]2[CH:12]=[N:11][C:10]([N:13]3[CH2:18][CH2:17][N:16]([C:34](=[O:35])[C:33]4[CH:37]=[CH:38][C:30]([F:29])=[CH:31][CH:32]=4)[CH2:15][CH2:14]3)=[N:9][C:8]2=[O:19])=[CH:4][CH:3]=1. (2) Given the reactants C[O:2][C:3](=[O:20])[CH2:4][C:5]1[C:6]([CH3:19])=[N:7][N:8]([CH2:11][C:12]2[CH:17]=[CH:16][C:15](Br)=[CH:14][CH:13]=2)[C:9]=1[CH3:10].[F:21][C:22]([F:32])([F:31])[C:23]1[CH:28]=[CH:27][C:26]([C:29]#[CH:30])=[CH:25][CH:24]=1.C(N(C(C)C)CC)(C)C.[OH-].[Na+].Cl, predict the reaction product. The product is: [CH3:19][C:6]1[C:5]([CH2:4][C:3]([OH:2])=[O:20])=[C:9]([CH3:10])[N:8]([CH2:11][C:12]2[CH:17]=[CH:16][C:15]([C:30]#[C:29][C:26]3[CH:27]=[CH:28][C:23]([C:22]([F:21])([F:31])[F:32])=[CH:24][CH:25]=3)=[CH:14][CH:13]=2)[N:7]=1. (3) Given the reactants Cl[C:2]1[C:7]([C:8]2[CH:9]=[C:10]([CH2:22][N:23]([CH3:31])[C:24](=[O:30])[O:25][C:26]([CH3:29])([CH3:28])[CH3:27])[S:11][C:12]=2[S:13]([C:16]2[CH:21]=[CH:20][CH:19]=[CH:18][CH:17]=2)(=[O:15])=[O:14])=[CH:6][CH:5]=[CH:4][N:3]=1.O.C(OCC)(=O)C.[CH3:39][N:40](C)C=O, predict the reaction product. The product is: [C:39]([C:2]1[C:7]([C:8]2[CH:9]=[C:10]([CH2:22][N:23]([CH3:31])[C:24](=[O:30])[O:25][C:26]([CH3:29])([CH3:28])[CH3:27])[S:11][C:12]=2[S:13]([C:16]2[CH:21]=[CH:20][CH:19]=[CH:18][CH:17]=2)(=[O:15])=[O:14])=[CH:6][CH:5]=[CH:4][N:3]=1)#[N:40]. (4) The product is: [S:1]([CH2:11][CH2:12][O:13][C:14](=[O:17])[CH:15]=[CH2:16])([C:4]1[CH:5]=[CH:6][C:7]([CH3:8])=[CH:9][CH:10]=1)(=[O:3])=[O:2].[OH:18][CH2:19][CH2:20][CH2:21][O:22][C:23](=[O:27])[C:24]([CH3:26])=[CH2:25].[CH3:28][O:29][C:30](=[O:34])[C:31]([CH3:33])=[CH2:32].[CH2:35]([O:39][C:40](=[O:44])[C:41]([CH3:43])=[CH2:42])[CH:36]1[O:38][CH2:37]1. Given the reactants [S:1]([CH2:11][CH2:12][O:13][C:14](=[O:17])[CH:15]=[CH2:16])([C:4]1[CH:10]=[CH:9][C:7]([CH3:8])=[CH:6][CH:5]=1)(=[O:3])=[O:2].[OH:18][CH2:19][CH2:20][CH2:21][O:22][C:23](=[O:27])[C:24]([CH3:26])=[CH2:25].[CH3:28][O:29][C:30](=[O:34])[C:31]([CH3:33])=[CH2:32].[CH2:35]([O:39][C:40](=[O:44])[C:41]([CH3:43])=[CH2:42])[CH:36]1[O:38][CH2:37]1.CC(N=NC(C#N)(C)C)(C#N)C, predict the reaction product. (5) Given the reactants [H-].[Na+].[C:3]([C:5]1[C:6]([NH:13][C:14](=[O:16])[CH3:15])=[N:7][C:8]([S:11][CH3:12])=[N:9][CH:10]=1)#[N:4].Br[CH2:18][CH2:19][CH2:20][O:21][Si:22]([C:25]([CH3:28])([CH3:27])[CH3:26])([CH3:24])[CH3:23], predict the reaction product. The product is: [NH2:4][C:3]1[C:5]2[CH:10]=[N:9][C:8]([S:11][CH3:12])=[N:7][C:6]=2[N:13]([CH2:18][CH2:19][CH2:20][O:21][Si:22]([C:25]([CH3:26])([CH3:28])[CH3:27])([CH3:23])[CH3:24])[C:14](=[O:16])[CH:15]=1.[C:25]([Si:22]([CH3:24])([CH3:23])[O:21][CH2:20][CH2:19][CH2:18][N:13]([C:6]1[C:5]([C:3]#[N:4])=[CH:10][N:9]=[C:8]([S:11][CH3:12])[N:7]=1)[C:14](=[O:16])[CH3:15])([CH3:28])([CH3:27])[CH3:26].